From a dataset of NCI-60 drug combinations with 297,098 pairs across 59 cell lines. Regression. Given two drug SMILES strings and cell line genomic features, predict the synergy score measuring deviation from expected non-interaction effect. (1) Drug 1: C1CC(C1)(C(=O)O)C(=O)O.[NH2-].[NH2-].[Pt+2]. Drug 2: CN(C(=O)NC(C=O)C(C(C(CO)O)O)O)N=O. Cell line: SNB-19. Synergy scores: CSS=6.33, Synergy_ZIP=-0.0891, Synergy_Bliss=-0.704, Synergy_Loewe=-1.08, Synergy_HSA=-2.79. (2) Drug 1: C1=CC(=C2C(=C1NCCNCCO)C(=O)C3=C(C=CC(=C3C2=O)O)O)NCCNCCO. Drug 2: CC12CCC3C(C1CCC2O)C(CC4=C3C=CC(=C4)O)CCCCCCCCCS(=O)CCCC(C(F)(F)F)(F)F. Cell line: COLO 205. Synergy scores: CSS=60.4, Synergy_ZIP=8.30, Synergy_Bliss=5.99, Synergy_Loewe=-15.3, Synergy_HSA=4.90. (3) Drug 1: CC1=C(C=C(C=C1)NC2=NC=CC(=N2)N(C)C3=CC4=NN(C(=C4C=C3)C)C)S(=O)(=O)N.Cl. Drug 2: C1CC(=O)NC(=O)C1N2C(=O)C3=CC=CC=C3C2=O. Cell line: HOP-92. Synergy scores: CSS=6.19, Synergy_ZIP=-0.583, Synergy_Bliss=4.63, Synergy_Loewe=2.65, Synergy_HSA=3.60. (4) Drug 1: CC12CCC(CC1=CCC3C2CCC4(C3CC=C4C5=CN=CC=C5)C)O. Drug 2: CC=C1C(=O)NC(C(=O)OC2CC(=O)NC(C(=O)NC(CSSCCC=C2)C(=O)N1)C(C)C)C(C)C. Cell line: SR. Synergy scores: CSS=66.8, Synergy_ZIP=-6.35, Synergy_Bliss=-4.84, Synergy_Loewe=-9.59, Synergy_HSA=-2.76. (5) Drug 1: CCCS(=O)(=O)NC1=C(C(=C(C=C1)F)C(=O)C2=CNC3=C2C=C(C=N3)C4=CC=C(C=C4)Cl)F. Drug 2: COC1=C2C(=CC3=C1OC=C3)C=CC(=O)O2. Cell line: MCF7. Synergy scores: CSS=6.13, Synergy_ZIP=0.941, Synergy_Bliss=4.93, Synergy_Loewe=3.89, Synergy_HSA=3.61. (6) Drug 1: C1CC(C1)(C(=O)O)C(=O)O.[NH2-].[NH2-].[Pt+2]. Drug 2: CCN(CC)CCNC(=O)C1=C(NC(=C1C)C=C2C3=C(C=CC(=C3)F)NC2=O)C. Cell line: SNB-19. Synergy scores: CSS=1.41, Synergy_ZIP=-0.0247, Synergy_Bliss=2.17, Synergy_Loewe=-1.89, Synergy_HSA=-2.45. (7) Drug 1: CC12CCC(CC1=CCC3C2CCC4(C3CC=C4C5=CN=CC=C5)C)O. Drug 2: CC1C(C(CC(O1)OC2CC(OC(C2O)C)OC3=CC4=CC5=C(C(=O)C(C(C5)C(C(=O)C(C(C)O)O)OC)OC6CC(C(C(O6)C)O)OC7CC(C(C(O7)C)O)OC8CC(C(C(O8)C)O)(C)O)C(=C4C(=C3C)O)O)O)O. Cell line: SNB-75. Synergy scores: CSS=11.8, Synergy_ZIP=18.8, Synergy_Bliss=18.8, Synergy_Loewe=20.1, Synergy_HSA=18.4. (8) Drug 1: C1=CC(=CC=C1CCCC(=O)O)N(CCCl)CCCl. Drug 2: CCCCCOC(=O)NC1=NC(=O)N(C=C1F)C2C(C(C(O2)C)O)O. Cell line: EKVX. Synergy scores: CSS=-10.1, Synergy_ZIP=-2.16, Synergy_Bliss=-9.98, Synergy_Loewe=-15.7, Synergy_HSA=-12.6.